This data is from NCI-60 drug combinations with 297,098 pairs across 59 cell lines. The task is: Regression. Given two drug SMILES strings and cell line genomic features, predict the synergy score measuring deviation from expected non-interaction effect. (1) Drug 1: C1CNP(=O)(OC1)N(CCCl)CCCl. Drug 2: C1C(C(OC1N2C=NC3=C2NC=NCC3O)CO)O. Cell line: NCI-H226. Synergy scores: CSS=-11.3, Synergy_ZIP=3.22, Synergy_Bliss=-6.28, Synergy_Loewe=-9.53, Synergy_HSA=-13.6. (2) Drug 1: C1CC(=O)NC(=O)C1N2CC3=C(C2=O)C=CC=C3N. Drug 2: CN(CC1=CN=C2C(=N1)C(=NC(=N2)N)N)C3=CC=C(C=C3)C(=O)NC(CCC(=O)O)C(=O)O. Cell line: SK-MEL-5. Synergy scores: CSS=27.5, Synergy_ZIP=-7.24, Synergy_Bliss=3.83, Synergy_Loewe=-27.1, Synergy_HSA=2.06. (3) Drug 1: CN1C(=O)N2C=NC(=C2N=N1)C(=O)N. Drug 2: CC1C(C(CC(O1)OC2CC(CC3=C2C(=C4C(=C3O)C(=O)C5=C(C4=O)C(=CC=C5)OC)O)(C(=O)CO)O)N)O.Cl. Cell line: HCC-2998. Synergy scores: CSS=26.3, Synergy_ZIP=0.247, Synergy_Bliss=1.79, Synergy_Loewe=-14.4, Synergy_HSA=-2.77. (4) Drug 1: C1C(C(OC1N2C=NC(=NC2=O)N)CO)O. Drug 2: CC1C(C(CC(O1)OC2CC(CC3=C2C(=C4C(=C3O)C(=O)C5=C(C4=O)C(=CC=C5)OC)O)(C(=O)CO)O)N)O.Cl. Cell line: SK-MEL-28. Synergy scores: CSS=39.5, Synergy_ZIP=-1.16, Synergy_Bliss=-1.33, Synergy_Loewe=-16.2, Synergy_HSA=-1.26. (5) Drug 1: CC1=C(C=C(C=C1)NC(=O)C2=CC=C(C=C2)CN3CCN(CC3)C)NC4=NC=CC(=N4)C5=CN=CC=C5. Drug 2: CC1CCC2CC(C(=CC=CC=CC(CC(C(=O)C(C(C(=CC(C(=O)CC(OC(=O)C3CCCCN3C(=O)C(=O)C1(O2)O)C(C)CC4CCC(C(C4)OC)OCCO)C)C)O)OC)C)C)C)OC. Cell line: ACHN. Synergy scores: CSS=-4.68, Synergy_ZIP=1.11, Synergy_Bliss=-0.543, Synergy_Loewe=-5.00, Synergy_HSA=-4.27. (6) Drug 1: C1CN1P(=S)(N2CC2)N3CC3. Drug 2: C1CC(=O)NC(=O)C1N2C(=O)C3=CC=CC=C3C2=O. Cell line: OVCAR-5. Synergy scores: CSS=2.79, Synergy_ZIP=-1.93, Synergy_Bliss=1.63, Synergy_Loewe=-4.31, Synergy_HSA=0.240. (7) Drug 1: CC1=C2C(C(=O)C3(C(CC4C(C3C(C(C2(C)C)(CC1OC(=O)C(C(C5=CC=CC=C5)NC(=O)OC(C)(C)C)O)O)OC(=O)C6=CC=CC=C6)(CO4)OC(=O)C)OC)C)OC. Drug 2: CC1=C2C(C(=O)C3(C(CC4C(C3C(C(C2(C)C)(CC1OC(=O)C(C(C5=CC=CC=C5)NC(=O)C6=CC=CC=C6)O)O)OC(=O)C7=CC=CC=C7)(CO4)OC(=O)C)O)C)OC(=O)C. Cell line: SF-268. Synergy scores: CSS=48.1, Synergy_ZIP=-3.89, Synergy_Bliss=-6.86, Synergy_Loewe=-6.60, Synergy_HSA=-4.37. (8) Drug 1: C1=C(C(=O)NC(=O)N1)F. Drug 2: CC1=C2C(C(=O)C3(C(CC4C(C3C(C(C2(C)C)(CC1OC(=O)C(C(C5=CC=CC=C5)NC(=O)C6=CC=CC=C6)O)O)OC(=O)C7=CC=CC=C7)(CO4)OC(=O)C)O)C)OC(=O)C. Cell line: MALME-3M. Synergy scores: CSS=44.2, Synergy_ZIP=-3.59, Synergy_Bliss=-0.174, Synergy_Loewe=2.82, Synergy_HSA=5.09.